Dataset: Full USPTO retrosynthesis dataset with 1.9M reactions from patents (1976-2016). Task: Predict the reactants needed to synthesize the given product. Given the product [CH3:35][C:34]1([CH3:53])[C:29]2[CH:24]=[C:25]([NH2:31])[CH:26]=[CH:27][C:28]=2[C:32]([C:18]2[CH:13]=[CH:14][C:15]([NH2:19])=[CH:16][CH:17]=2)([CH3:37])[CH2:33]1.[CH:57]1[C:58]([C:4]([C:39]2[CH:44]=[CH:43][C:42]3[C:45]([O:47][C:48](=[O:49])[C:41]=3[CH:40]=2)=[O:46])=[O:5])=[CH:59][C:60]2[C:62]([O:66][C:61](=[O:30])[C:55]=2[CH:56]=1)=[O:67], predict the reactants needed to synthesize it. The reactants are: NC1C=[C:4](C=CC=1)[O:5]C1C=CC=C(O[C:13]2[CH:18]=[CH:17][CH:16]=[C:15]([NH2:19])[CH:14]=2)C=1.N[C:24]1[C:25]([NH2:31])=[C:26]([OH:30])[CH:27]=[CH:28][CH:29]=1.[CH:32]1[C:37](O[C:39]2[CH:44]=[CH:43][C:42]3[C:45]([O:47][C:48](=[O:49])[C:41]=3[CH:40]=2)=[O:46])=C[C:35]2C(O[C:53](=O)[C:34]=2[CH:33]=1)=O.[C:55]1([CH3:61])[CH:60]=[CH:59][CH:58]=[CH:57][CH:56]=1.[C:62]1(=[O:67])[O:66]CCC1.